From a dataset of Peptide-MHC class II binding affinity with 134,281 pairs from IEDB. Regression. Given a peptide amino acid sequence and an MHC pseudo amino acid sequence, predict their binding affinity value. This is MHC class II binding data. (1) The peptide sequence is CKKYFAATQFEPLAA. The MHC is HLA-DQA10501-DQB10201 with pseudo-sequence HLA-DQA10501-DQB10201. The binding affinity (normalized) is 0.391. (2) The peptide sequence is TANVPPADKYKTLEA. The MHC is HLA-DPA10103-DPB10201 with pseudo-sequence HLA-DPA10103-DPB10201. The binding affinity (normalized) is 0. (3) The peptide sequence is AFKPAATAANAAPAN. The MHC is HLA-DPA10103-DPB10301 with pseudo-sequence HLA-DPA10103-DPB10301. The binding affinity (normalized) is 0.356. (4) The peptide sequence is VLHHMVKISGGPHIS. The MHC is DRB1_0101 with pseudo-sequence DRB1_0101. The binding affinity (normalized) is 0.396. (5) The peptide sequence is VMLLVLCAGQLLLMR. The MHC is DRB1_0101 with pseudo-sequence DRB1_0101. The binding affinity (normalized) is 0.516. (6) The peptide sequence is ALLKNYGLLYCFRKD. The MHC is DRB4_0101 with pseudo-sequence DRB4_0103. The binding affinity (normalized) is 0.342. (7) The peptide sequence is KKGGEAMDTISVFLH. The MHC is HLA-DQA10303-DQB10402 with pseudo-sequence HLA-DQA10303-DQB10402. The binding affinity (normalized) is 0.